From a dataset of Retrosynthesis with 50K atom-mapped reactions and 10 reaction types from USPTO. Predict the reactants needed to synthesize the given product. (1) Given the product Cn1c2c(c3ccc(-n4ccc(OCc5ccc(Cl)cc5)cc4=O)cc31)CNCC2, predict the reactants needed to synthesize it. The reactants are: Cn1c2c(c3ccc(-n4ccc(OCc5ccc(Cl)cc5)cc4=O)cc31)CN(C(=O)OC(C)(C)C)CC2. (2) Given the product COC(=O)[C@@](C)(N)CS, predict the reactants needed to synthesize it. The reactants are: COC(=O)[C@@](C)(N)CSC(C)=O.